Dataset: Full USPTO retrosynthesis dataset with 1.9M reactions from patents (1976-2016). Task: Predict the reactants needed to synthesize the given product. Given the product [CH2:1]([C:3]1[N:25]([CH2:31][CH2:32][CH2:33][CH2:34][CH2:35][CH2:36][C:37]([O:39][CH2:40][CH3:41])=[O:38])[C:6]2=[N:7][C:8]([C:18]3[CH:23]=[CH:22][C:21]([CH3:24])=[CH:20][CH:19]=3)=[C:9]([C:11]3[CH:12]=[CH:13][C:14]([CH3:17])=[CH:15][CH:16]=3)[N:10]=[C:5]2[C:4]=1[CH2:26][CH3:27])[CH3:2], predict the reactants needed to synthesize it. The reactants are: [CH2:1]([C:3]1[NH:25][C:6]2=[N:7][C:8]([C:18]3[CH:23]=[CH:22][C:21]([CH3:24])=[CH:20][CH:19]=3)=[C:9]([C:11]3[CH:16]=[CH:15][C:14]([CH3:17])=[CH:13][CH:12]=3)[N:10]=[C:5]2[C:4]=1[CH2:26][CH3:27])[CH3:2].[H-].[Na+].Br[CH2:31][CH2:32][CH2:33][CH2:34][CH2:35][CH2:36][C:37]([O:39][CH2:40][CH3:41])=[O:38].Cl.